From a dataset of Forward reaction prediction with 1.9M reactions from USPTO patents (1976-2016). Predict the product of the given reaction. (1) Given the reactants [Cl:1][C:2]1[CH:7]=[CH:6][C:5]([CH:8]2[C:10]3([C:18]4[C:13](=[CH:14][CH:15]=[CH:16][CH:17]=4)[N:12]([CH2:19]OC(=O)C4C=CC=CC=4)[C:11]3=[O:29])[CH2:9]2)=[CH:4][CH:3]=1.[OH2:30].[OH-:31].[Li+], predict the reaction product. The product is: [Cl:1][C:2]1[CH:3]=[CH:4][C:5]([C@@H:8]2[C@:10]3([C:18]4[C:13](=[CH:14][CH:15]=[CH:16][CH:17]=4)[N:12]([CH2:19][C:3]4[CH:4]=[C:5]([CH:6]=[CH:7][CH:2]=4)[C:8]([OH:31])=[O:30])[C:11]3=[O:29])[CH2:9]2)=[CH:6][CH:7]=1. (2) Given the reactants [OH:1][C:2]1[CH:7]=[CH:6][C:5]([S:8][CH2:9][CH2:10][CH2:11][C:12]([OH:14])=O)=[CH:4][CH:3]=1.[Cl:15][C:16]1[CH:17]=[C:18]([CH:22]=[CH:23][CH:24]=1)[CH2:19][NH:20][CH3:21], predict the reaction product. The product is: [Cl:15][C:16]1[CH:17]=[C:18]([CH:22]=[CH:23][CH:24]=1)[CH2:19][N:20]([CH3:21])[C:12](=[O:14])[CH2:11][CH2:10][CH2:9][S:8][C:5]1[CH:4]=[CH:3][C:2]([OH:1])=[CH:7][CH:6]=1. (3) Given the reactants [C:1]([C:3]1[CH:4]=[C:5]([NH:10][C:11]([C:13]2[CH:14]=[C:15]([S:19](Cl)(=[O:21])=[O:20])[S:16][C:17]=2[CH3:18])=[O:12])[CH:6]=[CH:7][C:8]=1[F:9])#[N:2].[F:23][C:24]([F:30])([F:29])[C:25]1([NH2:28])[CH2:27][CH2:26]1, predict the reaction product. The product is: [C:1]([C:3]1[CH:4]=[C:5]([NH:10][C:11]([C:13]2[CH:14]=[C:15]([S:19](=[O:21])(=[O:20])[NH:28][C:25]3([C:24]([F:30])([F:29])[F:23])[CH2:27][CH2:26]3)[S:16][C:17]=2[CH3:18])=[O:12])[CH:6]=[CH:7][C:8]=1[F:9])#[N:2].